The task is: Regression/Classification. Given a drug SMILES string, predict its absorption, distribution, metabolism, or excretion properties. Task type varies by dataset: regression for continuous measurements (e.g., permeability, clearance, half-life) or binary classification for categorical outcomes (e.g., BBB penetration, CYP inhibition). Dataset: pgp_broccatelli.. This data is from P-glycoprotein inhibition data for predicting drug efflux from Broccatelli et al.. (1) The compound is CN(C)c1ccc(-c2nc(-c3ccc(/C=C/C(=O)O)cc3)[nH]c2-c2ccc(N(C)C)cc2)cc1. The result is 1 (inhibitor). (2) The molecule is OCCN(CCO)c1nc(N2CCCCC2)c2nc(N(CCO)CCO)ncc2n1. The result is 0 (non-inhibitor). (3) The compound is CCc1ccc(N2C(=O)c3ccccc3N[C@@H]2c2ccc(OCC(C)C)cc2)cc1. The result is 1 (inhibitor). (4) The drug is COc1cc2c(cc1OC)CN(CCNC(=O)c1ccccc1NC(=O)c1ccc(OCc3ccccc3)cc1)CC2. The result is 1 (inhibitor). (5) The drug is NC(=O)OC[C@@H](O)COc1ccc(Cl)cc1. The result is 1 (inhibitor). (6) The molecule is C=CCNC1=C2C[C@H](C)C[C@H](OC)[C@@H](O)[C@@H](C)C=C(C)[C@H](OC(N)=O)[C@@H](OC)C=CC=C(C)C(=O)NC(=CC1=O)C2=O. The result is 1 (inhibitor).